Dataset: Forward reaction prediction with 1.9M reactions from USPTO patents (1976-2016). Task: Predict the product of the given reaction. (1) The product is: [C:43]([O:42][C:40]([N:37]1[CH2:38][CH2:39][CH:34]([CH2:33][S:23][C:14]2[N:15]([C:16]3[CH:21]=[CH:20][C:19]([F:22])=[CH:18][CH:17]=3)[C:11]([C:8]([C:5]3[CH:6]=[CH:7][C:2]([Cl:1])=[C:3]([O:24][CH3:25])[CH:4]=3)([CH3:10])[CH3:9])=[CH:12][N:13]=2)[CH2:35][CH2:36]1)=[O:41])([CH3:46])([CH3:44])[CH3:45]. Given the reactants [Cl:1][C:2]1[CH:7]=[CH:6][C:5]([C:8]([C:11]2[N:15]([C:16]3[CH:21]=[CH:20][C:19]([F:22])=[CH:18][CH:17]=3)[C:14]([SH:23])=[N:13][CH:12]=2)([CH3:10])[CH3:9])=[CH:4][C:3]=1[O:24][CH3:25].C([O-])([O-])=O.[K+].[K+].Br[CH2:33][CH:34]1[CH2:39][CH2:38][N:37]([C:40]([O:42][C:43]([CH3:46])([CH3:45])[CH3:44])=[O:41])[CH2:36][CH2:35]1, predict the reaction product. (2) Given the reactants [NH2:1][C:2]1[CH:3]=[CH:4][C:5]([F:20])=[C:6]([C@@:8]2([CH3:19])[NH:13][C:12](=[O:14])[C:11]([F:16])([CH3:15])[CH2:10][C:9]2([F:18])[F:17])[CH:7]=1.[C:21](O[C:21]([O:23][C:24]([CH3:27])([CH3:26])[CH3:25])=[O:22])([O:23][C:24]([CH3:27])([CH3:26])[CH3:25])=[O:22], predict the reaction product. The product is: [F:20][C:5]1[CH:4]=[CH:3][C:2]([NH:1][C:21](=[O:22])[O:23][C:24]([CH3:27])([CH3:26])[CH3:25])=[CH:7][C:6]=1[C@:8]1([CH3:19])[C:9]([F:18])([F:17])[CH2:10][C:11]([F:16])([CH3:15])[C:12](=[O:14])[NH:13]1. (3) The product is: [O:14]1[CH2:18][CH2:17][CH:16]([CH2:19][NH:20][C:7]([C:6]2[N:2]([CH3:1])[N:3]=[C:4]([CH2:10][CH2:11][CH3:12])[CH:5]=2)=[O:9])[CH2:15]1. Given the reactants [CH3:1][N:2]1[C:6]([C:7]([OH:9])=O)=[CH:5][C:4]([CH2:10][CH2:11][CH3:12])=[N:3]1.Cl.[O:14]1[CH2:18][CH2:17][CH:16]([CH2:19][NH2:20])[CH2:15]1.C(N(CC)CC)C.ON1C2C=CC=CC=2N=N1.Cl.C(N=C=NCCCN(C)C)C, predict the reaction product.